This data is from Reaction yield outcomes from USPTO patents with 853,638 reactions. The task is: Predict the reaction yield, written as a fraction of the theoretical maximum amount of product (1.0 means a 100% yield; for example, 0.34 means a 34% yield). (1) The reactants are CC1(C)CCCC(C)(C)N1.C([Li])CCC.[C:16]([O:20][C:21]([N:23]1[C:31]2[C:26](=[CH:27][CH:28]=[CH:29][C:30]=2[CH2:32][CH3:33])[CH:25]=[CH:24]1)=[O:22])([CH3:19])([CH3:18])[CH3:17].Cl[C:35]([O:37][CH2:38][CH3:39])=[O:36].[Cl-].[NH4+]. The catalyst is O1CCCC1. The product is [CH3:39][CH2:38][O:37][C:35]([C:24]1[N:23]([C:21]([O:20][C:16]([CH3:19])([CH3:18])[CH3:17])=[O:22])[C:31]2[C:26]([CH:25]=1)=[CH:27][CH:28]=[CH:29][C:30]=2[CH2:32][CH3:33])=[O:36]. The yield is 0.562. (2) The reactants are Br[C:2]1[CH:7]=[CH:6][C:5]([F:8])=[CH:4][CH:3]=1.[Cl:9][C:10]1[CH:16]=[CH:15][C:14]([F:17])=[CH:13][C:11]=1[NH2:12].C1(C)C=CC=CC=1.CC(C)([O-])C.[Na+]. The catalyst is C1C=CC(/C=C/C(/C=C/C2C=CC=CC=2)=O)=CC=1.C1C=CC(/C=C/C(/C=C/C2C=CC=CC=2)=O)=CC=1.C1C=CC(/C=C/C(/C=C/C2C=CC=CC=2)=O)=CC=1.[Pd].[Pd].CC1(C)C2C(=C(P(C3C=CC=CC=3)C3C=CC=CC=3)C=CC=2)OC2C(P(C3C=CC=CC=3)C3C=CC=CC=3)=CC=CC1=2.O. The product is [Cl:9][C:10]1[CH:16]=[CH:15][C:14]([F:17])=[CH:13][C:11]=1[NH:12][C:2]1[CH:7]=[CH:6][C:5]([F:8])=[CH:4][CH:3]=1. The yield is 0.870. (3) The reactants are [C:1]([OH:10])(=[O:9])[CH:2]([CH2:6][CH2:7][CH3:8])[CH2:3][CH2:4][CH3:5].[OH-].[Na+:12]. The catalyst is O. The product is [C:1]([O-:10])(=[O:9])[CH:2]([CH2:6][CH2:7][CH3:8])[CH2:3][CH2:4][CH3:5].[Na+:12]. The yield is 1.00. (4) The reactants are [Br:1][C:2]1[CH:7]=[CH:6][C:5]([S:8](Cl)(=[O:10])=[O:9])=[C:4]([C:12]([F:15])([F:14])[F:13])[CH:3]=1.[CH3:16][NH:17][CH3:18]. No catalyst specified. The product is [Br:1][C:2]1[CH:7]=[CH:6][C:5]([S:8]([N:17]([CH3:18])[CH3:16])(=[O:10])=[O:9])=[C:4]([C:12]([F:15])([F:14])[F:13])[CH:3]=1. The yield is 0.800. (5) The reactants are [CH:1]1[CH:6]=[CH:5][C:4]([P:7]([C:14]2[CH:19]=[CH:18][CH:17]=[CH:16][CH:15]=2)[C:8]2[CH:13]=[CH:12][CH:11]=[CH:10][CH:9]=2)=[CH:3][CH:2]=1.[Br:20][CH2:21][C:22]#[N:23]. The catalyst is CCOCC. The product is [Br-:20].[C:22]([CH2:21][P+:7]([C:4]1[CH:3]=[CH:2][CH:1]=[CH:6][CH:5]=1)([C:14]1[CH:19]=[CH:18][CH:17]=[CH:16][CH:15]=1)[C:8]1[CH:13]=[CH:12][CH:11]=[CH:10][CH:9]=1)#[N:23]. The yield is 0.460.